Dataset: CYP2C19 inhibition data for predicting drug metabolism from PubChem BioAssay. Task: Regression/Classification. Given a drug SMILES string, predict its absorption, distribution, metabolism, or excretion properties. Task type varies by dataset: regression for continuous measurements (e.g., permeability, clearance, half-life) or binary classification for categorical outcomes (e.g., BBB penetration, CYP inhibition). Dataset: cyp2c19_veith. (1) The molecule is O=[N+]([O-])c1ccc(N2CCCCC2)c(Cl)c1N1CCCCC1. The result is 1 (inhibitor). (2) The molecule is CC1=C(C(=O)Nc2ccccc2)C(c2ccco2)NC(=S)N1. The result is 1 (inhibitor). (3) The molecule is Cc1ccc2nc(NC(=O)CSc3nc4c(c(=O)n3C)SC(C)C4)sc2c1. The result is 1 (inhibitor). (4) The molecule is C[NH+](C)CCOC(c1ccccc1)c1ccccc1.Cn1c2nc(Cl)nc-2c([O-])n(C)c1=O. The result is 0 (non-inhibitor). (5) The compound is CCOC(=O)c1c(C)oc2c1cc(O)c1ccccc12. The result is 1 (inhibitor).